Regression. Given two drug SMILES strings and cell line genomic features, predict the synergy score measuring deviation from expected non-interaction effect. From a dataset of NCI-60 drug combinations with 297,098 pairs across 59 cell lines. (1) Drug 1: CC12CCC(CC1=CCC3C2CCC4(C3CC=C4C5=CN=CC=C5)C)O. Drug 2: CN(C)C1=NC(=NC(=N1)N(C)C)N(C)C. Cell line: SK-OV-3. Synergy scores: CSS=-4.75, Synergy_ZIP=-0.0149, Synergy_Bliss=-3.30, Synergy_Loewe=-5.27, Synergy_HSA=-4.45. (2) Drug 1: C1CCC(C1)C(CC#N)N2C=C(C=N2)C3=C4C=CNC4=NC=N3. Drug 2: CC(CN1CC(=O)NC(=O)C1)N2CC(=O)NC(=O)C2. Cell line: TK-10. Synergy scores: CSS=17.6, Synergy_ZIP=-4.78, Synergy_Bliss=-0.314, Synergy_Loewe=0.445, Synergy_HSA=0.440. (3) Drug 1: CN(C)C1=NC(=NC(=N1)N(C)C)N(C)C. Drug 2: CC12CCC3C(C1CCC2O)C(CC4=C3C=CC(=C4)O)CCCCCCCCCS(=O)CCCC(C(F)(F)F)(F)F. Cell line: RXF 393. Synergy scores: CSS=-3.95, Synergy_ZIP=-0.977, Synergy_Bliss=-4.45, Synergy_Loewe=-11.4, Synergy_HSA=-7.55. (4) Drug 1: C1=CC(=CC=C1CCC2=CNC3=C2C(=O)NC(=N3)N)C(=O)NC(CCC(=O)O)C(=O)O. Drug 2: C1=NC2=C(N1)C(=S)N=C(N2)N. Cell line: HOP-62. Synergy scores: CSS=36.9, Synergy_ZIP=-11.4, Synergy_Bliss=-9.63, Synergy_Loewe=-3.61, Synergy_HSA=-2.06. (5) Drug 1: C1=CC(=CC=C1CC(C(=O)O)N)N(CCCl)CCCl.Cl. Drug 2: CN(CC1=CN=C2C(=N1)C(=NC(=N2)N)N)C3=CC=C(C=C3)C(=O)NC(CCC(=O)O)C(=O)O. Cell line: MCF7. Synergy scores: CSS=29.4, Synergy_ZIP=-5.35, Synergy_Bliss=-3.43, Synergy_Loewe=-4.02, Synergy_HSA=0.543.